Predict the reactants needed to synthesize the given product. From a dataset of Full USPTO retrosynthesis dataset with 1.9M reactions from patents (1976-2016). (1) Given the product [C:14]([O:18][C:19]([N:21]1[CH2:26][CH2:25][N:24]([C:8]2[C:9]([Cl:11])=[CH:10][C:5]([C:4]([O:3][CH2:1][CH3:2])=[O:13])=[CH:6][N:7]=2)[CH2:23][CH2:22]1)=[O:20])([CH3:17])([CH3:15])[CH3:16], predict the reactants needed to synthesize it. The reactants are: [CH2:1]([O:3][C:4](=[O:13])[C:5]1[CH:10]=[C:9]([Cl:11])[C:8](Cl)=[N:7][CH:6]=1)[CH3:2].[C:14]([O:18][C:19]([N:21]1[CH2:26][CH2:25][NH:24][CH2:23][CH2:22]1)=[O:20])([CH3:17])([CH3:16])[CH3:15].CCN(C(C)C)C(C)C. (2) Given the product [CH3:1][O:2][C:3]1[CH:4]=[C:5]2[C:10](=[CH:11][C:12]=1[O:13][CH3:14])[N:9]=[CH:8][CH:7]=[C:6]2[O:15][C:16]1[CH:22]=[CH:21][C:19]([NH:20][C:26](=[O:28])[O:44][CH:40]([CH2:41][CH2:42][CH3:43])[CH2:39][CH2:38][CH3:37])=[C:18]([CH3:23])[C:17]=1[CH3:24], predict the reactants needed to synthesize it. The reactants are: [CH3:1][O:2][C:3]1[CH:4]=[C:5]2[C:10](=[CH:11][C:12]=1[O:13][CH3:14])[N:9]=[CH:8][CH:7]=[C:6]2[O:15][C:16]1[CH:22]=[CH:21][C:19]([NH2:20])=[C:18]([CH3:23])[C:17]=1[CH3:24].Cl[C:26](Cl)([O:28]C(=O)OC(Cl)(Cl)Cl)Cl.[CH3:37][CH2:38][CH2:39][CH:40]([OH:44])[CH2:41][CH2:42][CH3:43].C(=O)(O)[O-].[Na+]. (3) Given the product [CH3:1][C:2]1[CH:11]=[CH:10][C:5]([C:6]([OH:8])=[O:7])=[CH:4][C:3]=1[C:12]1[CH:13]=[C:14]2[C:19](=[CH:20][CH:21]=1)[N:18]=[CH:17][N:16]=[CH:15]2, predict the reactants needed to synthesize it. The reactants are: [CH3:1][C:2]1[CH:11]=[CH:10][C:5]([C:6]([O:8]C)=[O:7])=[CH:4][C:3]=1[C:12]1[CH:13]=[C:14]2[C:19](=[CH:20][CH:21]=1)[N:18]=[CH:17][N:16]=[CH:15]2.O.[OH-].[Li+].O.Cl. (4) Given the product [CH2:22]([C:18]1[CH:17]=[C:16]([C:13]2[S:14][CH:15]=[C:11]([C:8]3[CH:9]=[CH:10][C:5]([NH2:2])=[CH:6][CH:7]=3)[N:12]=2)[CH:21]=[CH:20][N:19]=1)[CH2:23][CH3:24], predict the reactants needed to synthesize it. The reactants are: Br.[N+:2]([C:5]1[CH:10]=[CH:9][C:8]([C:11]2[N:12]=[C:13]([C:16]3[CH:21]=[CH:20][N:19]=[C:18]([CH2:22][CH2:23][CH3:24])[CH:17]=3)[S:14][CH:15]=2)=[CH:7][CH:6]=1)([O-])=O.[OH-].[NH4+].O.